Dataset: Full USPTO retrosynthesis dataset with 1.9M reactions from patents (1976-2016). Task: Predict the reactants needed to synthesize the given product. (1) Given the product [N:27]1[CH:32]=[C:31]([C:2]2[CH:3]=[CH:4][C:5]([C:8]3([C:11]([N:13]4[CH2:17][CH2:16][C@@:15]5([C:21]6[CH:22]=[CH:23][CH:24]=[CH:25][C:20]=6[C:19](=[O:26])[O:18]5)[CH2:14]4)=[O:12])[CH2:10][CH2:9]3)=[CH:6][CH:7]=2)[CH:30]=[N:29][CH:28]=1, predict the reactants needed to synthesize it. The reactants are: Cl[C:2]1[CH:7]=[CH:6][C:5]([C:8]2([C:11]([N:13]3[CH2:17][CH2:16][C@@:15]4([C:21]5[CH:22]=[CH:23][CH:24]=[CH:25][C:20]=5[C:19](=[O:26])[O:18]4)[CH2:14]3)=[O:12])[CH2:10][CH2:9]2)=[CH:4][CH:3]=1.[N:27]1[CH:32]=[C:31](B(O)O)[CH:30]=[N:29][CH:28]=1.C(P(C(C)(C)C)C(C)(C)C)(C)(C)C.C(=O)([O-])[O-].[Cs+].[Cs+].O1CCOCC1. (2) The reactants are: C([Mg]Cl)(C)C.[C:6]([O:10][C:11](=[O:32])[NH:12][C:13]([C:15]1[S:16][C:17]([S:30][CH3:31])=[C:18]([S:20]([C:23]2[CH:28]=[CH:27][CH:26]=[C:25](Br)[CH:24]=2)(=[O:22])=[O:21])[CH:19]=1)=[NH:14])([CH3:9])([CH3:8])[CH3:7].[Li]CCCC.C[O:39][B:40](OC)[O:41]C. Given the product [C:6]([O:10][C:11](=[O:32])[NH:12][C:13]([C:15]1[S:16][C:17]([S:30][CH3:31])=[C:18]([S:20]([C:23]2[CH:28]=[CH:27][CH:26]=[C:25]([B:40]([OH:41])[OH:39])[CH:24]=2)(=[O:22])=[O:21])[CH:19]=1)=[NH:14])([CH3:9])([CH3:8])[CH3:7], predict the reactants needed to synthesize it. (3) Given the product [F:1][C:2]1[C:7]([OH:8])=[CH:6][CH:5]=[CH:4][C:3]=1[CH:10]([CH2:15][CH3:16])[CH2:11][C:12]([OH:14])=[O:13], predict the reactants needed to synthesize it. The reactants are: [F:1][C:2]1[C:7]([O:8]C)=[CH:6][CH:5]=[CH:4][C:3]=1[CH:10]([CH2:15][CH3:16])[CH2:11][C:12]([OH:14])=[O:13].CN1C(=O)CCC1.[OH-].[Na+].C(S)CCCCCCCCCCC. (4) Given the product [CH3:23][CH:24]([S:26]([N:8]1[CH2:9][CH2:10][NH:11][CH2:12][CH2:13]1)(=[O:28])=[O:27])[CH3:25], predict the reactants needed to synthesize it. The reactants are: C([N:8]1[CH2:13][CH2:12][NH:11][CH2:10][CH2:9]1)(OC(C)(C)C)=O.C(N(C(C)C)CC)(C)C.[CH3:23][CH:24]([S:26](Cl)(=[O:28])=[O:27])[CH3:25]. (5) Given the product [CH2:21]1[C@@H:23]([CH2:24][OH:25])/[C:19]/1=[CH:18]\[N:27]1[C:36]2[N:35]=[CH:34][N:33]=[C:31]([NH2:32])[C:30]=2[N:29]=[CH:28]1, predict the reactants needed to synthesize it. The reactants are: C1N(/C=C2/CC/2CO)C2N=C(N)N=C(O)C=2N=1.[C@@H:18]1([N:27]2[C:36]3[N:35]=[CH:34][N:33]=[C:31]([NH2:32])[C:30]=3[N:29]=[CH:28]2)O[C@H:23]([CH2:24][OH:25])[C@@H:21](O)[C@H:19]1O. (6) Given the product [F:1][C:2]1[CH:16]=[CH:15][C:5]([CH:6]([C:7]2[CH:12]=[CH:11][C:10]([F:13])=[CH:9][CH:8]=2)[C:22]([OH:24])=[O:23])=[CH:4][CH:3]=1, predict the reactants needed to synthesize it. The reactants are: [F:1][C:2]1[CH:16]=[CH:15][C:5]([CH:6](O)[C:7]2[CH:12]=[CH:11][C:10]([F:13])=[CH:9][CH:8]=2)=[CH:4][CH:3]=1.OS(O)(=O)=O.[CH:22]([OH:24])=[O:23].[C]=O.